Dataset: Reaction yield outcomes from USPTO patents with 853,638 reactions. Task: Predict the reaction yield, written as a fraction of the theoretical maximum amount of product (1.0 means a 100% yield; for example, 0.34 means a 34% yield). (1) The reactants are Cl.[Cl:2][C:3]1[CH:8]=[C:7]([Cl:9])[CH:6]=[CH:5][C:4]=1[NH:10][NH2:11].[OH-].[Na+].[C:14](OC(=O)C)(=[O:16])[CH3:15]. The catalyst is O. The product is [C:14]([NH:11][NH:10][C:4]1[CH:5]=[CH:6][C:7]([Cl:9])=[CH:8][C:3]=1[Cl:2])(=[O:16])[CH3:15]. The yield is 0.980. (2) The catalyst is N1C=CC=CC=1. The yield is 0.610. The reactants are [CH3:1][CH:2]([C:4]1[CH:5]=[C:6]([C:10]2[N:15]3[N:16]=[C:17]([NH2:19])[N:18]=[C:14]3[CH:13]=[CH:12][CH:11]=2)[CH:7]=[CH:8][CH:9]=1)[CH3:3].Cl[C:21]([O:23][CH3:24])=[O:22]. The product is [CH3:24][O:23][C:21](=[O:22])[NH:19][C:17]1[N:18]=[C:14]2[CH:13]=[CH:12][CH:11]=[C:10]([C:6]3[CH:7]=[CH:8][CH:9]=[C:4]([CH:2]([CH3:1])[CH3:3])[CH:5]=3)[N:15]2[N:16]=1. (3) The reactants are [N:1]1[C:11]2[C:6](=[CH:7][CH:8]=[CH:9][CH:10]=2)[C:4]([CH3:5])=[CH:3][CH:2]=1.C([N-]C(C)C)(C)C.[Li+].[F:20][C:21]([F:38])([F:37])[C:22](=[O:36])[CH2:23][C:24]1([CH3:35])[C:33]2[C:28](=[CH:29][CH:30]=[C:31]([F:34])[CH:32]=2)[O:27][CH2:26][CH2:25]1. The catalyst is C1COCC1.C1COCC1.C(C1C=CC=CC=1)C.CCCCCCC. The product is [F:38][C:21]([F:20])([F:37])[C:22]([CH2:5][C:4]1[C:6]2[C:11](=[CH:10][CH:9]=[CH:8][CH:7]=2)[N:1]=[CH:2][CH:3]=1)([OH:36])[CH2:23][C:24]1([CH3:35])[C:33]2[C:28](=[CH:29][CH:30]=[C:31]([F:34])[CH:32]=2)[O:27][CH2:26][CH2:25]1. The yield is 0.0600. (4) The reactants are [NH2:1][C:2]1[CH:7]=[CH:6][C:5]([CH2:8][CH2:9][CH2:10][C:11]([NH:13][CH3:14])=[O:12])=[C:4]([F:15])[CH:3]=1.[C:16]1(=O)[CH2:19][CH2:18][CH2:17]1.C[Si]([C:25]#[N:26])(C)C. The catalyst is C(OCC)(=O)C. The product is [C:25]([C:16]1([NH:1][C:2]2[CH:7]=[CH:6][C:5]([CH2:8][CH2:9][CH2:10][C:11]([NH:13][CH3:14])=[O:12])=[C:4]([F:15])[CH:3]=2)[CH2:19][CH2:18][CH2:17]1)#[N:26]. The yield is 0.920. (5) The catalyst is CN(C=O)C. The reactants are [CH3:1][NH:2][C@H:3]1[CH2:8][CH2:7][C@H:6]([C:9]#[C:10][CH2:11][OH:12])[CH2:5][CH2:4]1.[Cl:13][C:14]1[N:15]=[N:16][C:17](Cl)=[CH:18][CH:19]=1.C(N(C(C)C)C(C)C)C. The product is [Cl:13][C:14]1[N:15]=[N:16][C:17]([N:2]([CH3:1])[C@H:3]2[CH2:4][CH2:5][C@H:6]([C:9]#[C:10][CH2:11][OH:12])[CH2:7][CH2:8]2)=[CH:18][CH:19]=1. The yield is 0.540. (6) The reactants are [CH3:1][CH:2]([CH3:16])[CH2:3][CH2:4][O:5][C:6]1[CH:12]=[CH:11][C:9]([NH2:10])=[C:8]([N+:13]([O-:15])=[O:14])[CH:7]=1.CCN(C(C)C)C(C)C.[CH3:26][O:27][C:28]1[CH:29]=[C:30]([CH:36]=[CH:37][CH:38]=1)[O:31][CH2:32][C:33](Cl)=[O:34]. The catalyst is C(Cl)Cl. The product is [CH3:1][CH:2]([CH3:16])[CH2:3][CH2:4][O:5][C:6]1[CH:12]=[CH:11][C:9]([NH:10][C:33](=[O:34])[CH2:32][O:31][C:30]2[CH:36]=[CH:37][CH:38]=[C:28]([O:27][CH3:26])[CH:29]=2)=[C:8]([N+:13]([O-:15])=[O:14])[CH:7]=1. The yield is 0.710. (7) The reactants are [F:1][C:2]1[CH:7]=[CH:6][C:5]([C:8]2[N:13]=[CH:12][C:11]([NH:14][C:15]([NH:17][CH2:18][CH2:19][CH2:20][CH2:21][N:22]3[CH2:27][CH2:26][CH2:25][CH2:24][CH2:23]3)=[O:16])=[CH:10][CH:9]=2)=[CH:4][CH:3]=1.[ClH:28]. The catalyst is C(Cl)Cl. The product is [ClH:28].[F:1][C:2]1[CH:3]=[CH:4][C:5]([C:8]2[N:13]=[CH:12][C:11]([NH:14][C:15]([NH:17][CH2:18][CH2:19][CH2:20][CH2:21][N:22]3[CH2:23][CH2:24][CH2:25][CH2:26][CH2:27]3)=[O:16])=[CH:10][CH:9]=2)=[CH:6][CH:7]=1. The yield is 0.800. (8) The reactants are [CH2:1]([O:8][C:9]1[CH:14]=[CH:13][CH:12]=[C:11](Br)[N:10]=1)[C:2]1[CH:7]=[CH:6][CH:5]=[CH:4][CH:3]=1.[NH:16]1[CH2:20][CH2:19][CH2:18][CH2:17]1.O. The catalyst is C(OCC)(=O)C.CCCCCC. The product is [CH2:1]([O:8][C:9]1[CH:14]=[CH:13][CH:12]=[C:11]([N:16]2[CH2:20][CH2:19][CH2:18][CH2:17]2)[N:10]=1)[C:2]1[CH:7]=[CH:6][CH:5]=[CH:4][CH:3]=1. The yield is 0.950.